From a dataset of Catalyst prediction with 721,799 reactions and 888 catalyst types from USPTO. Predict which catalyst facilitates the given reaction. Reactant: [F:1][C:2]([F:25])([F:24])[C:3]1[CH:4]=[C:5](/[CH:9]=[C:10](/[C:14]2[CH:19]=[CH:18][C:17]([C:20]([F:23])([F:22])[F:21])=[CH:16][CH:15]=2)\[C:11]([OH:13])=[O:12])[CH:6]=[CH:7][CH:8]=1.C(O)C.C([O-])=O.[NH4+].C(OCC)(=O)C. Product: [F:1][C:2]([F:24])([F:25])[C:3]1[CH:4]=[C:5]([CH2:9][CH:10]([C:14]2[CH:19]=[CH:18][C:17]([C:20]([F:22])([F:23])[F:21])=[CH:16][CH:15]=2)[C:11]([OH:13])=[O:12])[CH:6]=[CH:7][CH:8]=1. The catalyst class is: 331.